Dataset: Forward reaction prediction with 1.9M reactions from USPTO patents (1976-2016). Task: Predict the product of the given reaction. (1) Given the reactants [F:1][C:2]1([CH2:12][CH2:13][CH:14]2[C:22]3[C:17](=[CH:18][CH:19]=[CH:20][C:21]=3[F:23])[C:16]3=[CH:24][N:25]=[CH:26][N:15]23)[CH2:7][CH2:6][CH:5]([C:8](OC)=[O:9])[CH2:4][CH2:3]1.CCO, predict the reaction product. The product is: [F:1][C:2]1([CH2:12][CH2:13][CH:14]2[C:22]3[C:17](=[CH:18][CH:19]=[CH:20][C:21]=3[F:23])[C:16]3=[CH:24][N:25]=[CH:26][N:15]23)[CH2:7][CH2:6][CH:5]([CH2:8][OH:9])[CH2:4][CH2:3]1. (2) Given the reactants [C:1]([O-:4])([O-])=O.[Cs+].[Cs+].Cl[C:8]1[N:13]=[C:12]([N:14]2[C:18]3=[CH:19][N:20]=[C:21]([C:23]4[C:28]([CH3:29])=[CH:27][CH:26]=[CH:25][C:24]=4[CH3:30])[CH:22]=[C:17]3[C:16]([CH:31]([OH:37])[CH:32]([CH2:35][CH3:36])[CH2:33][CH3:34])=[CH:15]2)[CH:11]=[C:10]([CH2:38][CH3:39])[N:9]=1, predict the reaction product. The product is: [CH3:30][C:24]1[CH:25]=[CH:26][CH:27]=[C:28]([CH3:29])[C:23]=1[C:21]1[CH:22]=[C:17]2[C:16]([CH:31]([OH:37])[CH:32]([CH2:33][CH3:34])[CH2:35][CH3:36])=[CH:15][N:14]([C:12]3[CH:11]=[C:10]([CH2:38][CH3:39])[N:9]=[C:8]([O:4][CH3:1])[N:13]=3)[C:18]2=[CH:19][N:20]=1. (3) Given the reactants Cl.Cl[C:3]1[CH:12]=[C:11]([CH3:13])[C:10]2[C:5](=[CH:6][CH:7]=[C:8]([N:14]3[CH2:18][CH2:17][N:16]([C:19]4[CH:20]=[N:21][CH:22]=[CH:23][C:24]=4[CH3:25])[C:15]3=[O:26])[CH:9]=2)[N:4]=1.C([O-])(O)=[O:28].[Na+], predict the reaction product. The product is: [CH3:13][C:11]1[C:10]2[C:5](=[CH:6][CH:7]=[C:8]([N:14]3[CH2:18][CH2:17][N:16]([C:19]4[CH:20]=[N:21][CH:22]=[CH:23][C:24]=4[CH3:25])[C:15]3=[O:26])[CH:9]=2)[NH:4][C:3](=[O:28])[CH:12]=1. (4) Given the reactants [C:1]([O:5][C:6]([NH:8][C@@H:9]([C:21]([OH:23])=O)[CH2:10][C:11]1[CH:16]=[CH:15][C:14]([C:17]([F:20])([F:19])[F:18])=[CH:13][CH:12]=1)=[O:7])([CH3:4])([CH3:3])[CH3:2].CCN(C(C)C)C(C)C.Cl.[CH3:34][O:35][C:36]1[CH:37]=[C:38]([C:44]2[C@@H:53]3[C@@H:48]([CH2:49][CH2:50][CH2:51][CH2:52]3)[C:47](=[O:54])[N:46]([CH:55]3[CH2:60][CH2:59][NH:58][CH2:57][CH2:56]3)[N:45]=2)[CH:39]=[CH:40][C:41]=1[O:42][CH3:43].CCOC(C(C#N)=NOC(N1CCOCC1)=[N+](C)C)=O.F[P-](F)(F)(F)(F)F.C(=O)(O)[O-].[Na+], predict the reaction product. The product is: [CH3:34][O:35][C:36]1[CH:37]=[C:38]([C:44]2[C@@H:53]3[C@@H:48]([CH2:49][CH2:50][CH2:51][CH2:52]3)[C:47](=[O:54])[N:46]([CH:55]3[CH2:56][CH2:57][N:58]([C:21](=[O:23])[C@H:9]([NH:8][C:6](=[O:7])[O:5][C:1]([CH3:3])([CH3:4])[CH3:2])[CH2:10][C:11]4[CH:16]=[CH:15][C:14]([C:17]([F:19])([F:20])[F:18])=[CH:13][CH:12]=4)[CH2:59][CH2:60]3)[N:45]=2)[CH:39]=[CH:40][C:41]=1[O:42][CH3:43].